From a dataset of Catalyst prediction with 721,799 reactions and 888 catalyst types from USPTO. Predict which catalyst facilitates the given reaction. Reactant: [CH3:22][S:19]([C:16]1[CH:17]=[CH:18][C:13]([S:12][S:12][C:13]2[CH:18]=[CH:17][C:16]([S:19]([CH3:22])(=[O:21])=[O:20])=[CH:15][CH:14]=2)=[CH:14][CH:15]=1)(=[O:21])=[O:20].[Cl:23][C:24]1[CH:25]=[CH:26][N:27]2[C:31]([CH:32]=1)=[CH:30][C:29]([CH3:33])=[CH:28]2. Product: [Cl:23][C:24]1[CH:25]=[CH:26][N:27]2[C:31]([CH:32]=1)=[CH:30][C:29]([CH3:33])=[C:28]2[S:12][C:13]1[CH:14]=[CH:15][C:16]([S:19]([CH3:22])(=[O:20])=[O:21])=[CH:17][CH:18]=1. The catalyst class is: 8.